From a dataset of Peptide-MHC class I binding affinity with 185,985 pairs from IEDB/IMGT. Regression. Given a peptide amino acid sequence and an MHC pseudo amino acid sequence, predict their binding affinity value. This is MHC class I binding data. (1) The peptide sequence is RPPMVTSGL. The MHC is HLA-A02:01 with pseudo-sequence HLA-A02:01. The binding affinity (normalized) is 0.0847. (2) The MHC is HLA-C07:02 with pseudo-sequence YDSGYREKYRQADVSNLYLRSDSYTLAALAYTWY. The peptide sequence is YRSDIVGTY. The binding affinity (normalized) is 0.623. (3) The peptide sequence is YPDPVIKV. The MHC is HLA-A68:02 with pseudo-sequence HLA-A68:02. The binding affinity (normalized) is 0.468. (4) The MHC is HLA-B27:03 with pseudo-sequence HLA-B27:03. The peptide sequence is YSTVRDLFL. The binding affinity (normalized) is 0.0847. (5) The peptide sequence is FVNRANQRL. The MHC is HLA-A02:02 with pseudo-sequence HLA-A02:02. The binding affinity (normalized) is 0.403. (6) The peptide sequence is APRRRDEEL. The MHC is HLA-A69:01 with pseudo-sequence HLA-A69:01. The binding affinity (normalized) is 0.0847. (7) The MHC is HLA-B08:01 with pseudo-sequence HLA-B08:01. The binding affinity (normalized) is 0.730. The peptide sequence is MLKRVRNRV.